This data is from NCI-60 drug combinations with 297,098 pairs across 59 cell lines. The task is: Regression. Given two drug SMILES strings and cell line genomic features, predict the synergy score measuring deviation from expected non-interaction effect. (1) Drug 1: COC1=C(C=C2C(=C1)N=CN=C2NC3=CC(=C(C=C3)F)Cl)OCCCN4CCOCC4. Drug 2: CC1CCC2CC(C(=CC=CC=CC(CC(C(=O)C(C(C(=CC(C(=O)CC(OC(=O)C3CCCCN3C(=O)C(=O)C1(O2)O)C(C)CC4CCC(C(C4)OC)OCCO)C)C)O)OC)C)C)C)OC. Cell line: HCT-15. Synergy scores: CSS=39.7, Synergy_ZIP=-11.0, Synergy_Bliss=-0.123, Synergy_Loewe=0.698, Synergy_HSA=2.69. (2) Drug 1: CC12CCC3C(C1CCC2O)C(CC4=C3C=CC(=C4)O)CCCCCCCCCS(=O)CCCC(C(F)(F)F)(F)F. Drug 2: C#CCC(CC1=CN=C2C(=N1)C(=NC(=N2)N)N)C3=CC=C(C=C3)C(=O)NC(CCC(=O)O)C(=O)O. Cell line: SW-620. Synergy scores: CSS=-1.16, Synergy_ZIP=0.502, Synergy_Bliss=2.59, Synergy_Loewe=-0.0894, Synergy_HSA=0.889.